This data is from Reaction yield outcomes from USPTO patents with 853,638 reactions. The task is: Predict the reaction yield, written as a fraction of the theoretical maximum amount of product (1.0 means a 100% yield; for example, 0.34 means a 34% yield). The reactants are ClC1C=CSC=1C([N:9]([C:11]([N:13]1[CH2:18][CH2:17][CH2:16][CH2:15][CH2:14]1)=[O:12])[NH2:10])=O.[Cl:19][C:20]1[CH:24]=[CH:23][S:22][C:21]=1[C:25](NN)=O.CCN(CC)CC.N1(C(Cl)=O)CCCCC1. The catalyst is O.C1COCC1. The product is [Cl:19][C:20]1[CH:24]=[CH:23][S:22][C:21]=1[C:25]1[O:12][C:11]([N:13]2[CH2:14][CH2:15][CH2:16][CH2:17][CH2:18]2)=[N:9][N:10]=1. The yield is 0.860.